Dataset: Forward reaction prediction with 1.9M reactions from USPTO patents (1976-2016). Task: Predict the product of the given reaction. (1) Given the reactants [F:1][C:2]1[CH:7]=[C:6]([F:8])[CH:5]=[C:4]([F:9])[C:3]=1[CH:10]([C:16]([O:18]CC)=O)[C:11]([O:13]CC)=O.[NH2:21][C:22]([NH2:24])=[O:23].[H-].[Na+], predict the reaction product. The product is: [F:9][C:4]1[CH:5]=[C:6]([F:8])[CH:7]=[C:2]([F:1])[C:3]=1[C:10]1[C:11]([OH:13])=[N:21][C:22]([OH:23])=[N:24][C:16]=1[OH:18]. (2) Given the reactants C(C1C=CC(C2C=C(F)SC=2CO)=CC=1)C.OC1C=CC(CCC(OCC)=O)=C(C)C=1C.[F:33][C:34]1[S:38][C:37]([CH2:39][O:40][C:41]2[CH:46]=[CH:45][C:44]([CH2:47][CH2:48][C:49]([O:51]CC)=[O:50])=[C:43]([CH3:54])[C:42]=2[CH3:55])=[C:36]([C:56]2[CH:61]=[CH:60][C:59]([CH2:62][CH3:63])=[CH:58][CH:57]=2)[CH:35]=1, predict the reaction product. The product is: [CH2:62]([C:59]1[CH:58]=[CH:57][C:56]([C:36]2[CH:35]=[C:34]([F:33])[S:38][C:37]=2[CH2:39][O:40][C:41]2[CH:46]=[CH:45][C:44]([CH2:47][CH2:48][C:49]([OH:51])=[O:50])=[C:43]([CH3:54])[C:42]=2[CH3:55])=[CH:61][CH:60]=1)[CH3:63]. (3) Given the reactants C[Si]([N-][Si](C)(C)C)(C)C.[Na+].O1CCCC1.[NH2:16][C:17]1[C:22]2[O:23][CH2:24][O:25][C:21]=2[C:20]([C:26]#[C:27][CH2:28][O:29][CH2:30][C:31]([N:33]([CH3:35])[CH3:34])=[O:32])=[CH:19][C:18]=1[Cl:36].Cl[C:38]1[C:47]2[C:42](=[CH:43][C:44]([O:50][CH3:51])=[C:45]([O:48][CH3:49])[CH:46]=2)[N:41]=[CH:40][N:39]=1, predict the reaction product. The product is: [Cl:36][C:18]1[CH:19]=[C:20]([C:26]#[C:27][CH2:28][O:29][CH2:30][C:31]([N:33]([CH3:34])[CH3:35])=[O:32])[C:21]2[O:25][CH2:24][O:23][C:22]=2[C:17]=1[NH:16][C:38]1[C:47]2[C:42](=[CH:43][C:44]([O:50][CH3:51])=[C:45]([O:48][CH3:49])[CH:46]=2)[N:41]=[CH:40][N:39]=1. (4) Given the reactants [F:1][C:2]1[CH:7]=[CH:6][C:5]([C:8]2(/[CH:14]=[CH:15]/[CH2:16][C:17]([OH:19])=[O:18])[CH2:13][CH2:12][CH2:11][CH2:10][CH2:9]2)=[CH:4][CH:3]=1, predict the reaction product. The product is: [F:1][C:2]1[CH:3]=[CH:4][C:5]([C:8]2([CH2:14][CH2:15][CH2:16][C:17]([OH:19])=[O:18])[CH2:13][CH2:12][CH2:11][CH2:10][CH2:9]2)=[CH:6][CH:7]=1. (5) Given the reactants [F:1][C:2]([F:7])([F:6])[C:3]([OH:5])=[O:4].[CH2:8]([S:10]([N:13]1[CH2:18][CH2:17][CH:16]([C:19]2[C:27]3[C:22](=[C:23]([C:43]([NH2:45])=[O:44])[CH:24]=[C:25]([C:28]4[CH:32]=[C:31]([CH2:33][N:34]([CH3:42])[CH:35]5CC[N:38](C)[CH2:37][CH2:36]5)[S:30][CH:29]=4)[CH:26]=3)[NH:21][CH:20]=2)[CH2:15][CH2:14]1)(=[O:12])=[O:11])[CH3:9].CNC1CCN(C)CC1, predict the reaction product. The product is: [F:1][C:2]([F:7])([F:6])[C:3]([OH:5])=[O:4].[C:37]([CH2:36][CH2:35][N:34]([CH2:33][C:31]1[S:30][CH:29]=[C:28]([C:25]2[CH:26]=[C:27]3[C:22](=[C:23]([C:43]([NH2:45])=[O:44])[CH:24]=2)[NH:21][CH:20]=[C:19]3[CH:16]2[CH2:17][CH2:18][N:13]([S:10]([CH2:8][CH3:9])(=[O:11])=[O:12])[CH2:14][CH2:15]2)[CH:32]=1)[CH3:42])#[N:38]. (6) Given the reactants [N:1]1[CH:6]=[CH:5][N:4]=[CH:3][C:2]=1[C:7]1[S:11][C:10]([CH:12]=O)=[CH:9][CH:8]=1.N1(C2C=C[C:22]([CH:23]=[O:24])=CC=2)C=CC=N1, predict the reaction product. The product is: [N:1]1[CH:6]=[CH:5][N:4]=[CH:3][C:2]=1[C:7]1[S:11][C:10](/[CH:12]=[CH:22]/[CH:23]=[O:24])=[CH:9][CH:8]=1. (7) Given the reactants [N+:1]([C:4]1[CH:9]=[CH:8][C:7]([CH:10]=[CH:11][CH:12]=[CH:13][C:14]2[CH:19]=[CH:18][C:17]([CH:20]=[CH:21][CH:22]=[CH:23][C:24]3[CH:29]=[CH:28][C:27]([N+:30]([O-])=O)=[CH:26][CH:25]=3)=[CH:16][CH:15]=2)=[CH:6][CH:5]=1)([O-])=O.CN(C)C=O.Cl.[OH-].[Na+], predict the reaction product. The product is: [NH2:1][C:4]1[CH:9]=[CH:8][C:7]([CH:10]=[CH:11][CH:12]=[CH:13][C:14]2[CH:19]=[CH:18][C:17]([CH:20]=[CH:21][CH:22]=[CH:23][C:24]3[CH:25]=[CH:26][C:27]([NH2:30])=[CH:28][CH:29]=3)=[CH:16][CH:15]=2)=[CH:6][CH:5]=1. (8) Given the reactants [Cl:1][C:2]1[C:7]([Cl:8])=[C:6]([O:9][CH3:10])[CH:5]=[CH:4][C:3]=1CC#N.S(=O)(=O)(O)O.[C:19]([OH:22])(=[O:21])[CH3:20], predict the reaction product. The product is: [Cl:1][C:2]1[C:7]([Cl:8])=[C:6]([O:9][CH3:10])[CH:5]=[CH:4][C:3]=1[CH2:20][C:19]([OH:22])=[O:21]. (9) Given the reactants Br[C:2]1[CH:14]=[CH:13][C:5]([C:6]([O:8][C:9]([CH3:12])([CH3:11])[CH3:10])=[O:7])=[C:4]([NH:15][C:16]2[CH:21]=[CH:20][C:19]([F:22])=[CH:18][CH:17]=2)[CH:3]=1.[CH3:23][O:24][C:25]1[CH:30]=[CH:29][C:28](B(O)O)=[CH:27][N:26]=1.C(=O)([O-])[O-].[Na+].[Na+], predict the reaction product. The product is: [F:22][C:19]1[CH:20]=[CH:21][C:16]([NH:15][C:4]2[CH:3]=[C:2]([C:28]3[CH:29]=[CH:30][C:25]([O:24][CH3:23])=[N:26][CH:27]=3)[CH:14]=[CH:13][C:5]=2[C:6]([O:8][C:9]([CH3:12])([CH3:11])[CH3:10])=[O:7])=[CH:17][CH:18]=1. (10) The product is: [NH2:27][C:24]1[CH:25]=[C:26]2[C:21](=[CH:22][C:23]=1[NH:30][CH2:31][CH3:32])[N:20]=[CH:19][N:18]=[C:17]2[N:14]1[CH2:15][CH2:16][N:11]([C:9](=[S:10])[NH:8][CH2:1][C:2]2[CH:7]=[CH:6][CH:5]=[CH:4][CH:3]=2)[CH2:12][CH2:13]1. Given the reactants [CH2:1]([NH:8][C:9]([N:11]1[CH2:16][CH2:15][N:14]([C:17]2[C:26]3[C:21](=[CH:22][C:23]([NH:30][CH2:31][CH3:32])=[C:24]([N+:27]([O-])=O)[CH:25]=3)[N:20]=[CH:19][N:18]=2)[CH2:13][CH2:12]1)=[S:10])[C:2]1[CH:7]=[CH:6][CH:5]=[CH:4][CH:3]=1, predict the reaction product.